The task is: Regression. Given two drug SMILES strings and cell line genomic features, predict the synergy score measuring deviation from expected non-interaction effect.. This data is from NCI-60 drug combinations with 297,098 pairs across 59 cell lines. (1) Drug 2: CS(=O)(=O)CCNCC1=CC=C(O1)C2=CC3=C(C=C2)N=CN=C3NC4=CC(=C(C=C4)OCC5=CC(=CC=C5)F)Cl. Synergy scores: CSS=5.93, Synergy_ZIP=2.54, Synergy_Bliss=6.73, Synergy_Loewe=5.84, Synergy_HSA=6.18. Drug 1: CC1=CC2C(CCC3(C2CCC3(C(=O)C)OC(=O)C)C)C4(C1=CC(=O)CC4)C. Cell line: HCT116. (2) Drug 1: CCN(CC)CCNC(=O)C1=C(NC(=C1C)C=C2C3=C(C=CC(=C3)F)NC2=O)C. Drug 2: CC1=C(C(=O)C2=C(C1=O)N3CC4C(C3(C2COC(=O)N)OC)N4)N. Cell line: SF-268. Synergy scores: CSS=15.1, Synergy_ZIP=-3.77, Synergy_Bliss=2.82, Synergy_Loewe=-0.682, Synergy_HSA=-0.780. (3) Drug 1: C1CC(=O)NC(=O)C1N2CC3=C(C2=O)C=CC=C3N. Drug 2: C1=CC(=CC=C1C#N)C(C2=CC=C(C=C2)C#N)N3C=NC=N3. Cell line: NCI-H460. Synergy scores: CSS=5.52, Synergy_ZIP=0.579, Synergy_Bliss=5.50, Synergy_Loewe=2.09, Synergy_HSA=1.01. (4) Drug 1: CCC(=C(C1=CC=CC=C1)C2=CC=C(C=C2)OCCN(C)C)C3=CC=CC=C3.C(C(=O)O)C(CC(=O)O)(C(=O)O)O. Drug 2: CC(C)(C#N)C1=CC(=CC(=C1)CN2C=NC=N2)C(C)(C)C#N. Cell line: BT-549. Synergy scores: CSS=10.0, Synergy_ZIP=-3.18, Synergy_Bliss=-1.86, Synergy_Loewe=1.65, Synergy_HSA=-1.33. (5) Drug 1: CS(=O)(=O)C1=CC(=C(C=C1)C(=O)NC2=CC(=C(C=C2)Cl)C3=CC=CC=N3)Cl. Drug 2: CCCS(=O)(=O)NC1=C(C(=C(C=C1)F)C(=O)C2=CNC3=C2C=C(C=N3)C4=CC=C(C=C4)Cl)F. Cell line: M14. Synergy scores: CSS=46.0, Synergy_ZIP=4.69, Synergy_Bliss=3.98, Synergy_Loewe=-24.9, Synergy_HSA=1.85. (6) Drug 1: C1=C(C(=O)NC(=O)N1)N(CCCl)CCCl. Drug 2: CC1=CC=C(C=C1)C2=CC(=NN2C3=CC=C(C=C3)S(=O)(=O)N)C(F)(F)F. Cell line: SK-MEL-28. Synergy scores: CSS=7.16, Synergy_ZIP=-2.49, Synergy_Bliss=-3.94, Synergy_Loewe=-10.4, Synergy_HSA=-6.00. (7) Drug 1: CC1C(C(CC(O1)OC2CC(CC3=C2C(=C4C(=C3O)C(=O)C5=C(C4=O)C(=CC=C5)OC)O)(C(=O)C)O)N)O.Cl. Drug 2: CN(C)C1=NC(=NC(=N1)N(C)C)N(C)C. Cell line: MDA-MB-435. Synergy scores: CSS=3.73, Synergy_ZIP=1.03, Synergy_Bliss=2.69, Synergy_Loewe=-11.5, Synergy_HSA=-2.47. (8) Drug 1: C1CCN(CC1)CCOC2=CC=C(C=C2)C(=O)C3=C(SC4=C3C=CC(=C4)O)C5=CC=C(C=C5)O. Drug 2: CNC(=O)C1=NC=CC(=C1)OC2=CC=C(C=C2)NC(=O)NC3=CC(=C(C=C3)Cl)C(F)(F)F. Cell line: HT29. Synergy scores: CSS=13.8, Synergy_ZIP=-0.658, Synergy_Bliss=-0.404, Synergy_Loewe=-6.48, Synergy_HSA=-6.52. (9) Drug 1: C1CCN(CC1)CCOC2=CC=C(C=C2)C(=O)C3=C(SC4=C3C=CC(=C4)O)C5=CC=C(C=C5)O. Drug 2: CNC(=O)C1=NC=CC(=C1)OC2=CC=C(C=C2)NC(=O)NC3=CC(=C(C=C3)Cl)C(F)(F)F. Cell line: 786-0. Synergy scores: CSS=11.8, Synergy_ZIP=-4.93, Synergy_Bliss=0.178, Synergy_Loewe=-3.90, Synergy_HSA=-0.834.